Task: Regression. Given a target protein amino acid sequence and a drug SMILES string, predict the binding affinity score between them. We predict pIC50 (pIC50 = -log10(IC50 in M); higher means more potent). Dataset: bindingdb_ic50.. Dataset: Drug-target binding data from BindingDB using IC50 measurements The compound is CS(=O)c1ccc2nc3cc(C(=O)O)[nH]n3c(=O)c2c1. The target protein (Q831P9) has sequence MRKIALFPGSFDPMTNGHLNLIERSAKLFDEVIIGVFINTSKQTLFTPEEKKYLIEEATKEMPNVRVIMQETQLTVESAKSLGANFLIRGIRNVKDYEYEKDIAKMNQHLAPEIETVFLLAEEPYAHVSSSLLKEVLRFGGDVSDYLPPNIYHALKQKKNDWS. The pIC50 is 4.7.